From a dataset of Reaction yield outcomes from USPTO patents with 853,638 reactions. Predict the reaction yield, written as a fraction of the theoretical maximum amount of product (1.0 means a 100% yield; for example, 0.34 means a 34% yield). (1) The product is [F:1][C:2]1[CH:7]=[CH:6][CH:5]=[CH:4][C:3]=1[C@H:8]([NH:17][S:15]([C:11]([CH3:14])([CH3:13])[CH3:12])=[O:16])[CH3:9]. The yield is 0.433. The reactants are [F:1][C:2]1[CH:7]=[CH:6][CH:5]=[CH:4][C:3]=1[C:8](=O)[CH3:9].[C:11]([S@:15]([NH2:17])=[O:16])([CH3:14])([CH3:13])[CH3:12].[BH4-].[Na+].CCOC(C)=O. The catalyst is C1COCC1.CO.[Cl-].[Na+].O. (2) The reactants are Cl.[NH2:2][C@@H:3]([C@H:8]([CH3:13])[C@H:9]([CH3:12])[CH2:10][CH3:11])[CH2:4][C:5]([OH:7])=[O:6].C(N(CC)CC)C. The catalyst is CO. The product is [NH2:2][C@@H:3]([C@H:8]([CH3:13])[C@H:9]([CH3:12])[CH2:10][CH3:11])[CH2:4][C:5]([OH:7])=[O:6]. The yield is 0.856. (3) The reactants are Cl[C:2]1[CH:7]=[C:6]([Cl:8])[N:5]=[C:4]([C:9]2[CH:10]=[C:11]([CH:20]=[CH:21][CH:22]=2)[O:12][CH2:13][C:14]([NH:16][CH:17]([CH3:19])[CH3:18])=[O:15])[N:3]=1.CCN(C(C)C)C(C)C.[NH:32]1[C:40]2[C:35](=[CH:36][C:37]([NH2:41])=[CH:38][CH:39]=2)[CH:34]=[N:33]1. The catalyst is CC(O)C. The product is [NH:32]1[C:40]2[C:35](=[CH:36][C:37]([NH:41][C:2]3[CH:7]=[C:6]([Cl:8])[N:5]=[C:4]([C:9]4[CH:10]=[C:11]([CH:20]=[CH:21][CH:22]=4)[O:12][CH2:13][C:14]([NH:16][CH:17]([CH3:19])[CH3:18])=[O:15])[N:3]=3)=[CH:38][CH:39]=2)[CH:34]=[N:33]1. The yield is 0.440. (4) The reactants are [CH:1]1([N:5]2[CH2:10][CH2:9][N:8]([C:11]([CH:13]3[CH2:18][CH2:17][CH:16]([NH:19][C:20]4[CH:21]=[N:22][C:23]([OH:26])=[CH:24][CH:25]=4)[CH2:15][CH2:14]3)=[O:12])[CH2:7][CH2:6]2)[CH2:4][CH2:3][CH2:2]1.[CH:27](O)([CH3:29])[CH3:28]. The catalyst is C1COCC1. The product is [CH:1]1([N:5]2[CH2:6][CH2:7][N:8]([C:11]([CH:13]3[CH2:14][CH2:15][CH:16]([NH:19][C:20]4[CH:21]=[N:22][C:23]([O:26][CH:27]([CH3:29])[CH3:28])=[CH:24][CH:25]=4)[CH2:17][CH2:18]3)=[O:12])[CH2:9][CH2:10]2)[CH2:2][CH2:3][CH2:4]1. The yield is 0.280.